This data is from Reaction yield outcomes from USPTO patents with 853,638 reactions. The task is: Predict the reaction yield, written as a fraction of the theoretical maximum amount of product (1.0 means a 100% yield; for example, 0.34 means a 34% yield). (1) The reactants are [N:1]([C@H:4]([C:15]1[N:16]=[C:17]([C:20]2[CH:25]=[CH:24][CH:23]=[CH:22][CH:21]=2)[S:18][CH:19]=1)[CH2:5][C:6]1[CH:11]=[CH:10][C:9]([N+:12]([O-:14])=[O:13])=[CH:8][CH:7]=1)=[C:2]=[S:3].[C:26]([NH:29][NH2:30])(=O)[CH3:27]. The catalyst is CCO. The product is [CH3:27][C:26]1[S:3][C:2]([NH:1][C@H:4]([C:15]2[N:16]=[C:17]([C:20]3[CH:21]=[CH:22][CH:23]=[CH:24][CH:25]=3)[S:18][CH:19]=2)[CH2:5][C:6]2[CH:11]=[CH:10][C:9]([N+:12]([O-:14])=[O:13])=[CH:8][CH:7]=2)=[N:30][N:29]=1. The yield is 0.930. (2) The reactants are NC1C=C(C)C=CC=1[C:4](O)=[O:5].[NH2:12][C:13]1[CH:18]=[C:17]([CH3:19])[CH:16]=[CH:15][C:14]=1[C:20]([C:22]1[CH:27]=[CH:26][CH:25]=[CH:24][C:23]=1[O:28][CH3:29])=[O:21].[NH2:30][C:31]1[S:32][CH:33]=[CH:34][N:35]=1. No catalyst specified. The product is [NH2:12][C:13]1[CH:18]=[C:17]([CH3:19])[CH:16]=[CH:15][C:14]=1[C:20]([C:22]1[CH:27]=[CH:26][CH:25]=[CH:24][C:23]=1[O:28][CH3:29])=[O:21].[CH3:29][O:28][C:23]1[CH:24]=[CH:25][CH:26]=[CH:27][C:22]=1[C:20]([C:14]1[CH:15]=[CH:16][C:17]([CH3:19])=[CH:18][C:13]=1[NH:12][C:4]([NH:30][C:31]1[S:32][CH:33]=[CH:34][N:35]=1)=[O:5])=[O:21]. The yield is 0.300. (3) The reactants are [F:1][C:2]1[CH:9]=[C:8]([C:10]#[C:11]C(O)(C)C)[CH:7]=[CH:6][C:3]=1[C:4]#[N:5].[H-].[Na+]. The catalyst is C1(C)C=CC=CC=1. The product is [C:10]([C:8]1[CH:7]=[CH:6][C:3]([C:4]#[N:5])=[C:2]([F:1])[CH:9]=1)#[CH:11]. The yield is 0.660. (4) The reactants are [O:1]1[CH:5]=[CH:4][C:3]([C:6]2[CH:11]=[C:10]([CH3:12])[CH:9]=[C:8]([CH3:13])[C:7]=2[OH:14])=[CH:2]1.Br[CH2:16][C:17]([O:19][CH3:20])=[O:18].C(=O)([O-])[O-].[Cs+].[Cs+]. The catalyst is C(#N)C. The product is [O:1]1[CH:5]=[CH:4][C:3]([C:6]2[CH:11]=[C:10]([CH3:12])[CH:9]=[C:8]([CH3:13])[C:7]=2[O:14][CH2:16][C:17]([O:19][CH3:20])=[O:18])=[CH:2]1. The yield is 0.640. (5) The reactants are [C:1]([O:5][C:6]([N:8]1[C:16]2[C:11](=[CH:12][C:13]([OH:17])=[CH:14][CH:15]=2)[CH2:10][CH2:9]1)=[O:7])([CH3:4])([CH3:3])[CH3:2].C([O-])([O-])=O.[K+].[K+].[Br:24][CH2:25][CH2:26][CH2:27][CH2:28]Br. The catalyst is CC(C)=O. The product is [C:1]([O:5][C:6]([N:8]1[C:16]2[C:11](=[CH:12][C:13]([O:17][CH2:28][CH2:27][CH2:26][CH2:25][Br:24])=[CH:14][CH:15]=2)[CH2:10][CH2:9]1)=[O:7])([CH3:4])([CH3:2])[CH3:3]. The yield is 0.600. (6) The reactants are [C:1]([O:5][C:6]([N:8]1[CH2:13][CH2:12][N:11]([C:14]2[CH:19]=[CH:18][C:17]([CH2:20][C:21]([OH:23])=[O:22])=[CH:16][C:15]=2[F:24])[CH2:10][CH2:9]1)=[O:7])([CH3:4])([CH3:3])[CH3:2].[CH3:25][Si](C=[N+]=[N-])(C)C. The product is [C:1]([O:5][C:6]([N:8]1[CH2:13][CH2:12][N:11]([C:14]2[CH:19]=[CH:18][C:17]([CH2:20][C:21]([O:23][CH3:25])=[O:22])=[CH:16][C:15]=2[F:24])[CH2:10][CH2:9]1)=[O:7])([CH3:4])([CH3:2])[CH3:3]. The yield is 0.990. The catalyst is CO.C1C=CC=CC=1. (7) The reactants are [OH:1][C:2]1[CH:3]=[CH:4][C:5]2[O:9][C:8]([C:10]3[CH:18]=[CH:17][C:13]([C:14](O)=[O:15])=[CH:12][CH:11]=3)=[CH:7][C:6]=2[CH:19]=1.Cl. The yield is 0.570. The product is [OH:15][CH2:14][C:13]1[CH:12]=[CH:11][C:10]([C:8]2[O:9][C:5]3[CH:4]=[CH:3][C:2]([OH:1])=[CH:19][C:6]=3[CH:7]=2)=[CH:18][CH:17]=1. The catalyst is C1COCC1.